This data is from Forward reaction prediction with 1.9M reactions from USPTO patents (1976-2016). The task is: Predict the product of the given reaction. (1) Given the reactants [Cl:1][CH2:2][CH2:3][CH2:4][C@H:5]1[C:18](=[O:19])[N:8]2[C@@H](C3C=CC=CC=3)[O:10][CH2:11][C@@H:7]2[CH2:6]1.C(O)=O.O, predict the reaction product. The product is: [Cl:1][CH2:2][CH2:3][CH2:4][C@@H:5]1[CH2:6][C@@H:7]([CH2:11][OH:10])[NH:8][C:18]1=[O:19]. (2) Given the reactants [CH2:1]([N:8]([CH2:17][C:18]1[CH:23]=[CH:22][CH:21]=[CH:20][CH:19]=1)[CH:9]([CH:13]([OH:16])[CH2:14][CH3:15])[C:10]([OH:12])=[O:11])[C:2]1[CH:7]=[CH:6][CH:5]=[CH:4][CH:3]=1.[H-].[Na+].F[C:27]1[CH:32]=[CH:31][C:30]([F:33])=[CH:29][C:28]=1[N+:34]([O-:36])=[O:35].C(O)(=O)CC(CC(O)=O)(C(O)=O)O, predict the reaction product. The product is: [CH2:17]([N:8]([CH2:1][C:2]1[CH:3]=[CH:4][CH:5]=[CH:6][CH:7]=1)[CH:9]([CH:13]([O:16][C:27]1[CH:32]=[CH:31][C:30]([F:33])=[CH:29][C:28]=1[N+:34]([O-:36])=[O:35])[CH2:14][CH3:15])[C:10]([OH:12])=[O:11])[C:18]1[CH:19]=[CH:20][CH:21]=[CH:22][CH:23]=1. (3) The product is: [CH2:47]([CH:45]([C:33]1[CH:32]=[C:31]([OH:30])[CH:36]=[C:35]([CH:37]([CH2:39][CH2:40][CH3:41])[CH2:42][CH2:43][CH3:44])[CH:34]=1)[CH2:50][CH2:51][CH3:52])[CH2:48][CH3:49]. Given the reactants C(OC1C=C(C(C)(C)O)C=C(C(C)(C)O)C=1)C1C=CC=CC=1.C([O:30][C:31]1[CH:32]=[C:33]([C:45]([CH2:50][CH2:51][CH3:52])([CH2:47][CH2:48][CH3:49])O)[CH:34]=[C:35]([C:37]([CH2:42][CH2:43][CH3:44])([CH2:39][CH2:40][CH3:41])O)[CH:36]=1)C1C=CC=CC=1, predict the reaction product. (4) Given the reactants [Cl:1][C:2]1[CH:3]=[C:4]2[C:8](=[C:9]([F:11])[CH:10]=1)[NH:7][C:6]1[CH2:12][CH:13]3[N:17]([CH2:18][C:5]2=1)[CH2:16][CH2:15][CH2:14]3.[H-].[Na+].[CH3:21][C:22]1([C:25]2[CH:26]=[N:27][CH:28]=[CH:29][CH:30]=2)[CH2:24][O:23]1, predict the reaction product. The product is: [Cl:1][C:2]1[CH:3]=[C:4]2[C:8](=[C:9]([F:11])[CH:10]=1)[N:7]([CH2:21][C:22]([C:25]1[CH:26]=[N:27][CH:28]=[CH:29][CH:30]=1)([OH:23])[CH3:24])[C:6]1[CH2:12][CH:13]3[N:17]([CH2:18][C:5]2=1)[CH2:16][CH2:15][CH2:14]3. (5) Given the reactants [CH2:1]([O:3][C:4]([C:6]1[S:23][C:9]2[N:10]=[C:11]([NH2:22])[N:12]=[C:13]([CH:14]=[CH:15][C:16]3[CH:21]=[CH:20][CH:19]=[CH:18][CH:17]=3)[C:8]=2[CH:7]=1)=[O:5])[CH3:2], predict the reaction product. The product is: [CH2:1]([O:3][C:4]([C:6]1[S:23][C:9]2[N:10]=[C:11]([NH2:22])[N:12]=[C:13]([CH2:14][CH2:15][C:16]3[CH:17]=[CH:18][CH:19]=[CH:20][CH:21]=3)[C:8]=2[CH:7]=1)=[O:5])[CH3:2].